Dataset: TCR-epitope binding with 47,182 pairs between 192 epitopes and 23,139 TCRs. Task: Binary Classification. Given a T-cell receptor sequence (or CDR3 region) and an epitope sequence, predict whether binding occurs between them. (1) The epitope is AYILFTRFFYV. The TCR CDR3 sequence is CASSDPSAGTSGAYQETQYF. Result: 1 (the TCR binds to the epitope). (2) The epitope is SEETGTLIV. The TCR CDR3 sequence is CALLVDTQYF. Result: 1 (the TCR binds to the epitope). (3) The epitope is ITEEVGHTDLMAAY. The TCR CDR3 sequence is CASSIVALDTQYF. Result: 0 (the TCR does not bind to the epitope). (4) The epitope is AIMTRCLAV. The TCR CDR3 sequence is CASSELGGPNTEAFF. Result: 0 (the TCR does not bind to the epitope). (5) The TCR CDR3 sequence is CASRFLAGGSHEQYF. Result: 0 (the TCR does not bind to the epitope). The epitope is HPVGEADYFEY. (6) The epitope is TVYDPLQPELDSFK. The TCR CDR3 sequence is CASSQVLAVNNEQFF. Result: 0 (the TCR does not bind to the epitope). (7) The epitope is FLRGRAYGL. The TCR CDR3 sequence is CASSALASGDKQYF. Result: 0 (the TCR does not bind to the epitope). (8) The epitope is ARMILMTHF. The TCR CDR3 sequence is CASSIVGHLNTEAFF. Result: 1 (the TCR binds to the epitope). (9) The epitope is AIMTRCLAV. The TCR CDR3 sequence is CATSDAYHSDTQYF. Result: 0 (the TCR does not bind to the epitope).